From a dataset of Full USPTO retrosynthesis dataset with 1.9M reactions from patents (1976-2016). Predict the reactants needed to synthesize the given product. (1) Given the product [Cl:1][C:2]1[CH:13]=[C:12]([OH:14])[CH:11]=[CH:10][C:3]=1[O:4][C:5]1[S:6][CH:7]=[CH:8][N:9]=1, predict the reactants needed to synthesize it. The reactants are: [Cl:1][C:2]1[CH:13]=[C:12]([O:14]C)[CH:11]=[CH:10][C:3]=1[O:4][C:5]1[S:6][CH:7]=[CH:8][N:9]=1.B(Br)(Br)Br. (2) Given the product [Cl:1][C:2]1[N:3]=[CH:4][N:5]([C:7]2[CH:12]=[CH:11][C:10]([NH:13][C:14]3[N:30]=[C:17]4[C@@H:18]([C:23]5[CH:28]=[CH:27][C:26]([F:29])=[CH:25][CH:24]=5)[CH2:19][CH2:20][CH2:21][CH2:22][N:16]4[N:15]=3)=[CH:9][C:8]=2[O:31][CH3:32])[CH:6]=1, predict the reactants needed to synthesize it. The reactants are: [Cl:1][C:2]1[N:3]=[CH:4][N:5]([C:7]2[CH:12]=[CH:11][C:10]([NH:13][C:14]3[N:30]=[C:17]4[CH:18]([C:23]5[CH:28]=[CH:27][C:26]([F:29])=[CH:25][CH:24]=5)[CH2:19][CH2:20][CH2:21][CH2:22][N:16]4[N:15]=3)=[CH:9][C:8]=2[O:31][CH3:32])[CH:6]=1.CO. (3) The reactants are: Cl[C:2]1[N:7]=[C:6]([NH:8][C:9]2[S:10][C:11]3[CH:17]=[C:16]([O:18][CH3:19])[CH:15]=[CH:14][C:12]=3[N:13]=2)[CH:5]=[C:4]([C:20]([F:29])([F:28])[C:21]2[CH:26]=[CH:25][C:24]([F:27])=[CH:23][CH:22]=2)[N:3]=1.[NH2:30][C:31]1[CH:36]=[CH:35][C:34]([CH2:37][C:38]([OH:40])=[O:39])=[CH:33][CH:32]=1. Given the product [F:28][C:20]([F:29])([C:21]1[CH:26]=[CH:25][C:24]([F:27])=[CH:23][CH:22]=1)[C:4]1[CH:5]=[C:6]([NH:8][C:9]2[S:10][C:11]3[CH:17]=[C:16]([O:18][CH3:19])[CH:15]=[CH:14][C:12]=3[N:13]=2)[N:7]=[C:2]([NH:30][C:31]2[CH:32]=[CH:33][C:34]([CH2:37][C:38]([OH:40])=[O:39])=[CH:35][CH:36]=2)[N:3]=1, predict the reactants needed to synthesize it. (4) Given the product [CH:37]1([CH2:36][O:35][C:29]2[C:28]([O:40][CH3:41])=[C:27]([C:9]3[CH:10]=[C:11]4[C:15](=[CH:16][CH:17]=3)[C:14](=[O:18])[O:13][CH2:12]4)[CH:32]=[CH:31][C:30]=2[O:33][CH3:34])[CH2:38][CH2:39]1, predict the reactants needed to synthesize it. The reactants are: CC1(C)C(C)(C)OB([C:9]2[CH:10]=[C:11]3[C:15](=[CH:16][CH:17]=2)[C:14](=[O:18])[O:13][CH2:12]3)O1.C(=O)([O-])[O-].[Cs+].[Cs+].Br[C:27]1[CH:32]=[CH:31][C:30]([O:33][CH3:34])=[C:29]([O:35][CH2:36][CH:37]2[CH2:39][CH2:38]2)[C:28]=1[O:40][CH3:41]. (5) Given the product [Cl:28][C:27]1[CH:26]=[N:25][N:24]2[C:5]([C:7]3[CH:8]=[C:9]([N:13]([CH2:19][CH3:20])[C:14]([CH:16]4[CH2:17][CH2:18]4)=[O:15])[CH:10]=[CH:11][CH:12]=3)=[CH:4][CH:3]=[N:2][C:21]=12, predict the reactants needed to synthesize it. The reactants are: C[N:2]([CH3:21])[CH:3]=[CH:4][C:5]([C:7]1[CH:8]=[C:9]([N:13]([CH2:19][CH3:20])[C:14]([CH:16]2[CH2:18][CH2:17]2)=[O:15])[CH:10]=[CH:11][CH:12]=1)=O.NC1[C:27]([Cl:28])=[CH:26][NH:25][N:24]=1. (6) The reactants are: [N:1]1([C:7]2[CH:8]=[CH:9][C:10]3[N:11]([C:13]([C:16]([F:19])([F:18])[F:17])=[N:14][N:15]=3)[N:12]=2)[CH2:6][CH2:5][NH:4][CH2:3][CH2:2]1.[F:20][C:21]1[CH:35]=[CH:34][C:24]([O:25][C:26]2[CH:33]=[CH:32][C:29]([CH:30]=O)=[CH:28][CH:27]=2)=[CH:23][CH:22]=1. Given the product [F:20][C:21]1[CH:35]=[CH:34][C:24]([O:25][C:26]2[CH:33]=[CH:32][C:29]([CH2:30][N:4]3[CH2:3][CH2:2][N:1]([C:7]4[CH:8]=[CH:9][C:10]5[N:11]([C:13]([C:16]([F:17])([F:18])[F:19])=[N:14][N:15]=5)[N:12]=4)[CH2:6][CH2:5]3)=[CH:28][CH:27]=2)=[CH:23][CH:22]=1, predict the reactants needed to synthesize it. (7) Given the product [CH2:3]([O:10][C:11]1[CH:16]=[CH:15][CH:14]=[CH:13][C:12]=1[C:17]1[N:18]([CH3:37])[C:19]2[C:24]([C:25]=1[CH:26]1[CH2:31][CH2:30][CH2:29][CH2:28][CH2:27]1)=[CH:23][CH:22]=[C:21]([C:32]([O:34][CH3:35])=[O:33])[CH:20]=2)[C:4]1[CH:9]=[CH:8][CH:7]=[CH:6][CH:5]=1, predict the reactants needed to synthesize it. The reactants are: [H-].[Na+].[CH2:3]([O:10][C:11]1[CH:16]=[CH:15][CH:14]=[CH:13][C:12]=1[C:17]1[NH:18][C:19]2[C:24]([C:25]=1[CH:26]1[CH2:31][CH2:30][CH2:29][CH2:28][CH2:27]1)=[CH:23][CH:22]=[C:21]([C:32]([O:34][CH3:35])=[O:33])[CH:20]=2)[C:4]1[CH:9]=[CH:8][CH:7]=[CH:6][CH:5]=1.I[CH3:37].